From a dataset of Forward reaction prediction with 1.9M reactions from USPTO patents (1976-2016). Predict the product of the given reaction. Given the reactants [NH2:1][CH2:2][CH2:3][CH2:4][N:5]1[CH2:9][CH2:8][CH2:7][C:6]1=[O:10].Cl[C:12]1[CH:17]=[C:16]([C:18]2[CH:23]=[CH:22][CH:21]=[C:20]([CH3:24])[C:19]=2[Cl:25])[N:15]=[C:14]([NH2:26])[N:13]=1, predict the reaction product. The product is: [NH2:26][C:14]1[N:13]=[C:12]([NH:1][CH2:2][CH2:3][CH2:4][N:5]2[CH2:9][CH2:8][CH2:7][C:6]2=[O:10])[CH:17]=[C:16]([C:18]2[CH:23]=[CH:22][CH:21]=[C:20]([CH3:24])[C:19]=2[Cl:25])[N:15]=1.